Dataset: Full USPTO retrosynthesis dataset with 1.9M reactions from patents (1976-2016). Task: Predict the reactants needed to synthesize the given product. The reactants are: [C:1]([O:5][C:6](=[O:19])[NH:7][CH2:8][C:9]1[CH:14]=[CH:13][C:12]([Cl:15])=[C:11]([N:16]=[C:17]=S)[CH:10]=1)([CH3:4])([CH3:3])[CH3:2].[Cl:20][C:21]1[CH:22]=[C:23]([NH2:37])[C:24]([NH2:36])=[CH:25][C:26]=1[N:27]1[CH2:31][CH2:30][CH:29]([CH2:32][N:33]([CH3:35])[CH3:34])[CH2:28]1.CC(C)N=C=NC(C)C. Given the product [C:1]([O:5][C:6](=[O:19])[NH:7][CH2:8][C:9]1[CH:14]=[CH:13][C:12]([Cl:15])=[C:11]([NH:16][C:17]2[NH:36][C:24]3[CH:25]=[C:26]([N:27]4[CH2:31][CH2:30][CH:29]([CH2:32][N:33]([CH3:35])[CH3:34])[CH2:28]4)[C:21]([Cl:20])=[CH:22][C:23]=3[N:37]=2)[CH:10]=1)([CH3:4])([CH3:3])[CH3:2], predict the reactants needed to synthesize it.